This data is from NCI-60 drug combinations with 297,098 pairs across 59 cell lines. The task is: Regression. Given two drug SMILES strings and cell line genomic features, predict the synergy score measuring deviation from expected non-interaction effect. Drug 1: C1=C(C(=O)NC(=O)N1)F. Drug 2: CC1CCCC2(C(O2)CC(NC(=O)CC(C(C(=O)C(C1O)C)(C)C)O)C(=CC3=CSC(=N3)C)C)C. Cell line: SF-295. Synergy scores: CSS=31.1, Synergy_ZIP=-1.63, Synergy_Bliss=-2.31, Synergy_Loewe=0.0600, Synergy_HSA=0.0619.